This data is from Full USPTO retrosynthesis dataset with 1.9M reactions from patents (1976-2016). The task is: Predict the reactants needed to synthesize the given product. (1) Given the product [CH2:1]([O:8][C:9]1[CH:14]=[CH:13][C:12]([C:15]2[N:20]=[C:19]3[N:21]([CH:25]4[CH2:30][CH2:29][CH2:28][CH2:27][O:26]4)[N:22]=[C:23]([CH3:24])[C:18]3=[C:17]([CH2:31][OH:32])[CH:16]=2)=[C:11]([F:34])[CH:10]=1)[C:2]1[CH:7]=[CH:6][CH:5]=[CH:4][CH:3]=1, predict the reactants needed to synthesize it. The reactants are: [CH2:1]([O:8][C:9]1[CH:14]=[CH:13][C:12]([C:15]2[CH:16]=[C:17]([C:31](O)=[O:32])[C:18]3[C:23]([CH3:24])=[N:22][N:21]([CH:25]4[CH2:30][CH2:29][CH2:28][CH2:27][O:26]4)[C:19]=3[N:20]=2)=[C:11]([F:34])[CH:10]=1)[C:2]1[CH:7]=[CH:6][CH:5]=[CH:4][CH:3]=1.CCN(C(C)C)C(C)C.ClC(OCC)=O. (2) Given the product [CH2:3]([O:5][C:6]([CH2:8][N:9]1[C:13](/[CH:14]=[C:15]2\[CH2:16][N:17]([C:22]([C:35]3[CH:40]=[CH:39][CH:38]=[CH:37][CH:36]=3)([C:29]3[CH:34]=[CH:33][CH:32]=[CH:31][CH:30]=3)[C:23]3[CH:24]=[CH:25][CH:26]=[CH:27][CH:28]=3)[CH2:18][CH2:19][CH:20]\2[OH:21])=[CH:12][N:11]=[CH:10]1)=[O:7])[CH3:4], predict the reactants needed to synthesize it. The reactants are: [BH4-].[Na+].[CH2:3]([O:5][C:6]([CH2:8][N:9]1[C:13](/[CH:14]=[C:15]2\[CH2:16][N:17]([C:22]([C:35]3[CH:40]=[CH:39][CH:38]=[CH:37][CH:36]=3)([C:29]3[CH:34]=[CH:33][CH:32]=[CH:31][CH:30]=3)[C:23]3[CH:28]=[CH:27][CH:26]=[CH:25][CH:24]=3)[CH2:18][CH2:19][C:20]\2=[O:21])=[CH:12][N:11]=[CH:10]1)=[O:7])[CH3:4].ClCCl. (3) The reactants are: [CH2:1]([O:3][C:4]([C:6]1N=[C:8]([CH3:12])[S:9][C:10]=1[NH2:11])=[O:5])[CH3:2].[CH3:13]N(C1C=CC=CN=1)C.[C:22](O[C:22]([O:24][C:25]([CH3:28])([CH3:27])[CH3:26])=[O:23])([O:24][C:25]([CH3:28])([CH3:27])[CH3:26])=[O:23]. Given the product [CH2:1]([O:3][C:4]([C:6]1[CH:13]=[C:8]([CH3:12])[S:9][C:10]=1[NH:11][C:22]([O:24][C:25]([CH3:28])([CH3:27])[CH3:26])=[O:23])=[O:5])[CH3:2], predict the reactants needed to synthesize it.